Dataset: NCI-60 drug combinations with 297,098 pairs across 59 cell lines. Task: Regression. Given two drug SMILES strings and cell line genomic features, predict the synergy score measuring deviation from expected non-interaction effect. Drug 1: CCC1(CC2CC(C3=C(CCN(C2)C1)C4=CC=CC=C4N3)(C5=C(C=C6C(=C5)C78CCN9C7C(C=CC9)(C(C(C8N6C=O)(C(=O)OC)O)OC(=O)C)CC)OC)C(=O)OC)O.OS(=O)(=O)O. Drug 2: C1=CC=C(C=C1)NC(=O)CCCCCCC(=O)NO. Cell line: SK-MEL-28. Synergy scores: CSS=37.3, Synergy_ZIP=-12.9, Synergy_Bliss=-6.41, Synergy_Loewe=-5.48, Synergy_HSA=-2.54.